This data is from Full USPTO retrosynthesis dataset with 1.9M reactions from patents (1976-2016). The task is: Predict the reactants needed to synthesize the given product. The reactants are: I[C:2]1[CH:7]=[CH:6][CH:5]=[CH:4][N:3]=1.C([Mg]Br)C.[Br:12][C:13]1[S:17][C:16]([C:18](N(OC)C)=[O:19])=[CH:15][C:14]=1[CH3:24].[Cl-].[NH4+]. Given the product [Br:12][C:13]1[S:17][C:16]([C:18]([C:2]2[CH:7]=[CH:6][CH:5]=[CH:4][N:3]=2)=[O:19])=[CH:15][C:14]=1[CH3:24], predict the reactants needed to synthesize it.